The task is: Predict the product of the given reaction.. This data is from Forward reaction prediction with 1.9M reactions from USPTO patents (1976-2016). (1) Given the reactants [OH:1][C:2]1[CH:9]=[CH:8][C:5]([CH:6]=[O:7])=[CH:4][CH:3]=1.C(=O)([O-])[O-].[Cs+].[Cs+].CS(O[CH:21]1[CH2:24][N:23]([C:25]([C:27]2[O:28][C:29]([C:32]3[CH:37]=[CH:36][CH:35]=[CH:34][CH:33]=3)=[N:30][N:31]=2)=[O:26])[CH2:22]1)(=O)=O, predict the reaction product. The product is: [C:32]1([C:29]2[O:28][C:27]([C:25]([N:23]3[CH2:24][CH:21]([O:1][C:2]4[CH:9]=[CH:8][C:5]([CH:6]=[O:7])=[CH:4][CH:3]=4)[CH2:22]3)=[O:26])=[N:31][N:30]=2)[CH:33]=[CH:34][CH:35]=[CH:36][CH:37]=1. (2) Given the reactants [C:1]([N:8]1[CH2:13][CH:12]([CH3:14])[CH2:11][N:10]=[C:9]1[C:15]1[CH:20]=[CH:19][C:18]([N+:21]([O-])=O)=[CH:17][CH:16]=1)([O:3][C:4]([CH3:7])([CH3:6])[CH3:5])=[O:2].O.NN, predict the reaction product. The product is: [C:1]([N:8]1[CH2:13][CH:12]([CH3:14])[CH2:11][N:10]=[C:9]1[C:15]1[CH:16]=[CH:17][C:18]([NH2:21])=[CH:19][CH:20]=1)([O:3][C:4]([CH3:7])([CH3:5])[CH3:6])=[O:2].